This data is from Full USPTO retrosynthesis dataset with 1.9M reactions from patents (1976-2016). The task is: Predict the reactants needed to synthesize the given product. (1) Given the product [CH:1]1([N:5]2[CH2:10][CH2:9][N:8]([C:11](=[O:39])[CH2:12][N:13]3[CH2:18][CH2:17][C:16]4([C:26]5[C:21](=[CH:22][CH:23]=[CH:24][CH:25]=5)[C:20](=[O:27])[NH:19]4)[CH2:15][CH2:14]3)[CH2:7][CH2:6]2)[CH2:2][CH2:3][CH2:4]1, predict the reactants needed to synthesize it. The reactants are: [CH:1]1([N:5]2[CH2:10][CH2:9][N:8]([C:11](=[O:39])[CH2:12][N:13]3[CH2:18][CH2:17][C:16]4([C:26]5[C:21](=[CH:22][CH:23]=[CH:24][CH:25]=5)[C:20](=[O:27])[N:19]4CC4C=CC(OC)=CC=4OC)[CH2:15][CH2:14]3)[CH2:7][CH2:6]2)[CH2:4][CH2:3][CH2:2]1. (2) Given the product [CH3:43][N:44]([CH3:45])[C:35]([C:34]1[CH:38]=[CH:39][C:31]([NH:30][C:28]([C@H:9]2[C@H:8]([C:4]3[CH:5]=[CH:6][CH:7]=[C:2]([Cl:1])[C:3]=3[F:42])[C@:12]([C:15]3[CH:20]=[CH:19][C:18]([Cl:21])=[CH:17][C:16]=3[F:22])([C:13]#[N:14])[C@H:11]([CH2:23][C:24]([CH3:25])([CH3:27])[CH3:26])[NH:10]2)=[O:29])=[C:32]([O:40][CH3:41])[CH:33]=1)=[O:37], predict the reactants needed to synthesize it. The reactants are: [Cl:1][C:2]1[C:3]([F:42])=[C:4]([C@@H:8]2[C@:12]([C:15]3[CH:20]=[CH:19][C:18]([Cl:21])=[CH:17][C:16]=3[F:22])([C:13]#[N:14])[C@H:11]([CH2:23][C:24]([CH3:27])([CH3:26])[CH3:25])[NH:10][C@H:9]2[C:28]([NH:30][C:31]2[CH:39]=[CH:38][C:34]([C:35]([OH:37])=O)=[CH:33][C:32]=2[O:40][CH3:41])=[O:29])[CH:5]=[CH:6][CH:7]=1.[CH3:43][NH:44][CH3:45].